Dataset: Forward reaction prediction with 1.9M reactions from USPTO patents (1976-2016). Task: Predict the product of the given reaction. (1) Given the reactants [F:1][C:2]1[CH:3]=[C:4]([C:8]2[C:13](=[O:14])[N:12]3[C:15]([CH3:18])=[CH:16][S:17][C:11]3=[N:10][C:9]=2[C@@H:19]([NH:21]C(=O)OC(C)(C)C)[CH3:20])[CH:5]=[CH:6][CH:7]=1.O1CCOCC1.O.[OH-].[Na+], predict the reaction product. The product is: [NH2:21][C@H:19]([C:9]1[N:10]=[C:11]2[S:17][CH:16]=[C:15]([CH3:18])[N:12]2[C:13](=[O:14])[C:8]=1[C:4]1[CH:5]=[CH:6][CH:7]=[C:2]([F:1])[CH:3]=1)[CH3:20]. (2) The product is: [Cl:15][C:16]1[CH:21]=[C:20]([O:7][CH2:6][C:5]([C:9]([F:11])([F:10])[F:12])([C:4]([F:13])([F:14])[F:3])[CH3:8])[N:19]=[CH:18][N:17]=1. Given the reactants [H-].[Na+].[F:3][C:4]([F:14])([F:13])[C:5]([C:9]([F:12])([F:11])[F:10])([CH3:8])[CH2:6][OH:7].[Cl:15][C:16]1[CH:21]=[C:20](Cl)[N:19]=[CH:18][N:17]=1.[Cl-].[NH4+], predict the reaction product. (3) The product is: [Cl:15][C:16]1[CH:22]=[CH:21][CH:20]=[CH:19][C:17]=1[NH:18][C:9](=[O:11])[C:8]1[CH:7]=[C:6]([CH:5]=[CH:4][C:3]=1[O:2][CH3:1])[C:12]([NH2:14])=[O:13]. Given the reactants [CH3:1][O:2][C:3]1[C:8]([C:9]([OH:11])=O)=[CH:7][C:6]([C:12]([NH2:14])=[O:13])=[CH:5][CH:4]=1.[Cl:15][C:16]1[CH:22]=[CH:21][CH:20]=[CH:19][C:17]=1[NH2:18], predict the reaction product. (4) The product is: [O:13]1[C:11]2[C:6]3[CH:5]=[CH:4][CH:9]=[CH:8][C:7]=3[CH:34]=[N:31][C:30]=2[CH2:29][O:2][CH2:1]1. Given the reactants [CH3:1][O:2][K].[CH:4]1[CH:9]=[C:8](Cl)[CH:7]=[C:6]([C:11]([O:13]O)=O)[CH:5]=1.O=P(Cl)(Cl)Cl.B(Br)(Br)Br.C=O.CN1C(=O)[N:31]([CH3:34])[CH2:30][CH2:29]C1, predict the reaction product. (5) The product is: [OH:36][C@@:29]1([C:27]#[C:28][C:2]2[CH:3]=[C:4]([N:8]3[C:16]4[C:11](=[CH:12][C:13]([CH2:17][N:18]5[CH2:19][CH2:20][CH2:21][CH2:22]5)=[CH:14][CH:15]=4)[C:10]([C:23]([O:25][CH3:26])=[O:24])=[N:9]3)[CH:5]=[CH:6][CH:7]=2)[CH2:33][CH2:32][N:31]([CH3:34])[C:30]1=[O:35]. Given the reactants Br[C:2]1[CH:3]=[C:4]([N:8]2[C:16]3[C:11](=[CH:12][C:13]([CH2:17][N:18]4[CH2:22][CH2:21][CH2:20][CH2:19]4)=[CH:14][CH:15]=3)[C:10]([C:23]([O:25][CH3:26])=[O:24])=[N:9]2)[CH:5]=[CH:6][CH:7]=1.[C:27]([C@:29]1([OH:36])[CH2:33][CH2:32][N:31]([CH3:34])[C:30]1=[O:35])#[CH:28], predict the reaction product. (6) Given the reactants [C:1]([O-:4])(=[S:3])[CH3:2].[K+].[C:6]([O:10][C:11](=[O:20])[CH:12]([CH:15]1[CH2:19][CH2:18][CH2:17][CH2:16]1)[CH2:13]Br)([CH3:9])([CH3:8])[CH3:7].O, predict the reaction product. The product is: [C:6]([O:10][C:11](=[O:20])[CH:12]([CH:15]1[CH2:16][CH2:17][CH2:18][CH2:19]1)[CH2:13][S:3][C:1](=[O:4])[CH3:2])([CH3:7])([CH3:8])[CH3:9]. (7) Given the reactants C1C=CC2N(O)N=NC=2C=1.CCN=C=NCCCN(C)C.Cl.[O:23]1[C:28]2[CH:29]=[CH:30][CH:31]=[CH:32][C:27]=2[NH:26][CH2:25][CH:24]1[C:33]([O-:35])=O.[Li+].C(N(CC)CC)C.[CH3:44][C:45]1[N:49]=[C:48]([CH2:50][NH2:51])[O:47][N:46]=1, predict the reaction product. The product is: [CH3:44][C:45]1[N:49]=[C:48]([CH2:50][NH:51][C:33]([CH:24]2[O:23][C:28]3[CH:29]=[CH:30][CH:31]=[CH:32][C:27]=3[NH:26][CH2:25]2)=[O:35])[O:47][N:46]=1. (8) Given the reactants [Cl:1][C:2]1[CH:7]=[C:6](Cl)[N:5]2[N:9]=[C:10]([C:12]3[CH:17]=[CH:16][CH:15]=[CH:14][N:13]=3)[CH:11]=[C:4]2[N:3]=1.[NH:18]1[CH2:23][CH2:22][O:21][CH2:20][CH2:19]1, predict the reaction product. The product is: [Cl:1][C:2]1[CH:7]=[C:6]([N:18]2[CH2:23][CH2:22][O:21][CH2:20][CH2:19]2)[N:5]2[N:9]=[C:10]([C:12]3[CH:17]=[CH:16][CH:15]=[CH:14][N:13]=3)[CH:11]=[C:4]2[N:3]=1.